Dataset: Reaction yield outcomes from USPTO patents with 853,638 reactions. Task: Predict the reaction yield, written as a fraction of the theoretical maximum amount of product (1.0 means a 100% yield; for example, 0.34 means a 34% yield). (1) The reactants are ClC(Cl)(Cl)C(Cl)(Cl)Cl.[CH:9]([CH:11]([NH:16][C:17]([C:19]1[CH:24]=[CH:23][CH:22]=[CH:21][N:20]=1)=[O:18])[CH2:12][CH:13]([CH3:15])[CH3:14])=O.C(N(CC)CC)C.C1(P(C2C=CC=CC=2)C2C=CC=CC=2)C=CC=CC=1. The catalyst is CC#N.[Cl-].[Na+].O. The product is [CH2:12]([C:11]1[N:16]=[C:17]([C:19]2[CH:24]=[CH:23][CH:22]=[CH:21][N:20]=2)[O:18][CH:9]=1)[CH:13]([CH3:15])[CH3:14]. The yield is 0.760. (2) The reactants are [CH:1]1[C:13]2[N:12]([C:14]3[CH:15]=[C:16]([NH:20][C:21]4[CH:26]=[CH:25][CH:24]=[C:23]([N:27]5[C:39]6[CH:38]=[CH:37][CH:36]=[CH:35][C:34]=6[C:33]6[C:28]5=[CH:29][CH:30]=[CH:31][CH:32]=6)[CH:22]=4)[CH:17]=[CH:18][CH:19]=3)[C:11]3[C:6](=[CH:7][CH:8]=[CH:9][CH:10]=3)[C:5]=2[CH:4]=[CH:3][CH:2]=1.Br[C:41]1[CH:46]=[CH:45][C:44]([C:47]2[CH:52]=[CH:51][C:50](Br)=[CH:49][CH:48]=2)=[CH:43][CH:42]=1.[CH3:54][C:55]([CH3:58])([O-])[CH3:56].[Na+].[C:60](P)([CH3:63])([CH3:62])[CH3:61]. The catalyst is C1(C)C=CC=CC=1. The product is [CH:10]1[C:11]2[N:12]([C:14]3[CH:15]=[C:16]([N:20]([C:21]4[CH:26]=[CH:25][CH:24]=[C:23]([N:27]5[C:39]6[CH:38]=[CH:37][CH:36]=[CH:35][C:34]=6[C:33]6[C:28]5=[CH:29][CH:30]=[CH:31][CH:32]=6)[CH:22]=4)[C:41]4[CH:46]=[CH:45][C:44]([C:47]5[CH:52]=[CH:51][C:50]([N:20]([C:16]6[CH:17]=[CH:18][CH:19]=[C:14]([N:12]7[C:11]8[CH:10]=[CH:9][CH:8]=[CH:7][C:63]=8[C:60]8[C:62]7=[CH:5][CH:4]=[CH:3][CH:61]=8)[CH:15]=6)[C:21]6[CH:26]=[CH:25][CH:24]=[C:23]([N:27]7[C:28]8[CH:29]=[CH:30][CH:31]=[CH:32][C:58]=8[C:55]8[C:56]7=[CH:2][CH:1]=[CH:13][CH:54]=8)[CH:22]=6)=[CH:49][CH:48]=5)=[CH:43][CH:42]=4)[CH:17]=[CH:18][CH:19]=3)[C:13]3[C:5](=[CH:4][CH:3]=[CH:2][CH:1]=3)[C:6]=2[CH:7]=[CH:8][CH:9]=1. The yield is 0.610. (3) The reactants are C(NC(C)C)(C)C.[CH2:8]([Li])[CH2:9][CH2:10][CH3:11].[OH:13][C@@H:14]([C@H](C)C(OC)=O)[C:15]([O:17][CH3:18])=[O:16].[CH2:25](I)C.[C:28]([OH:31])(=[O:30])C. The catalyst is O1CCCC1.CCOCC. The yield is 0.0680. The product is [CH2:9]([C@:10]([CH3:11])([C@H:14]([OH:13])[C:15]([O:17][CH3:18])=[O:16])[C:28]([O:31][CH3:25])=[O:30])[CH3:8]. (4) The reactants are [C:1]([O:5][C:6]([NH:8][C@H:9]([CH2:30][O:31][C:32]1[CH:37]=[CH:36][C:35]([C:38]#[N:39])=[CH:34][CH:33]=1)[CH2:10][N:11]1[CH2:18][CH:17]2[O:19][CH:13]([CH2:14][N:15](C(OCC3C=CC=CC=3)=O)[CH2:16]2)[CH2:12]1)=[O:7])([CH3:4])([CH3:3])[CH3:2].[H][H]. The catalyst is C(O)C.[Pd]. The product is [C:38]([C:35]1[CH:34]=[CH:33][C:32]([O:31][CH2:30][C@@H:9]([NH:8][C:6](=[O:7])[O:5][C:1]([CH3:3])([CH3:4])[CH3:2])[CH2:10][N:11]2[CH2:18][CH:17]3[O:19][CH:13]([CH2:14][NH:15][CH2:16]3)[CH2:12]2)=[CH:37][CH:36]=1)#[N:39]. The yield is 0.750. (5) The reactants are [O:1]1[C:5]2[CH:6]=[CH:7][C:8]([CH2:10][NH:11][CH3:12])=[CH:9][C:4]=2[CH:3]=[CH:2]1.Cl.[O:14]=[C:15]1[NH:24][C:23]2[N:22]=[CH:21][C:20]([CH:25]=[CH:26][C:27]([OH:29])=O)=[CH:19][C:18]=2[CH2:17][CH2:16]1.C1C=CC2N(O)N=NC=2C=1.CCN(C(C)C)C(C)C.CCN=C=NCCCN(C)C.Cl. The catalyst is CN(C=O)C.O. The product is [O:1]1[C:5]2[CH:6]=[CH:7][C:8]([CH2:10][N:11]([CH3:12])[C:27](=[O:29])/[CH:26]=[CH:25]/[C:20]3[CH:21]=[N:22][C:23]4[NH:24][C:15](=[O:14])[CH2:16][CH2:17][C:18]=4[CH:19]=3)=[CH:9][C:4]=2[CH:3]=[CH:2]1. The yield is 0.570. (6) The yield is 0.710. The catalyst is C(OCC)(=O)C.CN(C)C=O. The reactants are [O:1]=[C:2]1[C:7]([CH2:8][C:9]2[CH:14]=[CH:13][C:12]([C:15]3[C:16]([C:21]#[N:22])=[CH:17][CH:18]=[CH:19][CH:20]=3)=[CH:11][CH:10]=2)=[C:6]([CH2:23][CH2:24][CH3:25])[N:5]2[N:26]=[CH:27][N:28]=[C:4]2[NH:3]1.Br[CH2:30][CH2:31][O:32][Si:33]([C:36]([CH3:39])([CH3:38])[CH3:37])([CH3:35])[CH3:34].C(=O)([O-])[O-].[K+].[K+].[I-].[Na+]. The product is [Si:33]([O:32][CH2:31][CH2:30][N:3]1[C:2](=[O:1])[C:7]([CH2:8][C:9]2[CH:10]=[CH:11][C:12]([C:15]3[C:16]([C:21]#[N:22])=[CH:17][CH:18]=[CH:19][CH:20]=3)=[CH:13][CH:14]=2)=[C:6]([CH2:23][CH2:24][CH3:25])[N:5]2[N:26]=[CH:27][N:28]=[C:4]12)([C:36]([CH3:39])([CH3:38])[CH3:37])([CH3:35])[CH3:34]. (7) The reactants are CO[C:3](=O)[NH:4][C:5]1[CH:6]=[N:7][C:8]([N:18]2[CH2:23][CH2:22][N:21]([CH3:24])[CH2:20][CH2:19]2)=[CH:9][C:10]=1[C:11]1[CH:16]=[CH:15][CH:14]=[CH:13][C:12]=1[CH3:17].COCCO[AlH2-]OCCOC.[Na+]. The catalyst is ClCCl.C1(C)C=CC=CC=1. The product is [CH3:3][NH:4][C:5]1[CH:6]=[N:7][C:8]([N:18]2[CH2:23][CH2:22][N:21]([CH3:24])[CH2:20][CH2:19]2)=[CH:9][C:10]=1[C:11]1[CH:16]=[CH:15][CH:14]=[CH:13][C:12]=1[CH3:17]. The yield is 0.890.